From a dataset of Reaction yield outcomes from USPTO patents with 853,638 reactions. Predict the reaction yield, written as a fraction of the theoretical maximum amount of product (1.0 means a 100% yield; for example, 0.34 means a 34% yield). (1) The reactants are [F:1][C:2]([F:26])([F:25])[CH:3]([C:16]1[CH:21]=[C:20]([Cl:22])[C:19]([Cl:23])=[C:18]([Cl:24])[CH:17]=1)/[CH:4]=[CH:5]/[C:6]1[CH:7]=[C:8]2[C:12](=[CH:13][CH:14]=1)[CH:11]([NH2:15])[CH2:10][CH2:9]2.[F:27][C:28]([F:34])([F:33])[CH2:29][C:30](O)=[O:31].CCN=C=NCCCN(C)C.Cl.C1C=CC2N(O)N=NC=2C=1.O.CCN(C(C)C)C(C)C. The product is [F:27][C:28]([F:34])([F:33])[CH2:29][C:30]([NH:15][CH:11]1[C:12]2[C:8](=[CH:7][C:6](/[CH:5]=[CH:4]/[CH:3]([C:16]3[CH:17]=[C:18]([Cl:24])[C:19]([Cl:23])=[C:20]([Cl:22])[CH:21]=3)[C:2]([F:1])([F:25])[F:26])=[CH:14][CH:13]=2)[CH2:9][CH2:10]1)=[O:31]. The catalyst is C(Cl)Cl. The yield is 0.650. (2) The reactants are [CH3:1][O:2][C:3]1[CH:4]=[C:5](/[CH:9]=[CH:10]/[C:11]([OH:13])=O)[CH:6]=[CH:7][CH:8]=1.C(N(CC)CC)C.C1C=CC(P([N:35]=[N+:36]=[N-:37])(C2C=CC=CC=2)=O)=CC=1. The catalyst is C1C=CC=CC=1. The product is [CH3:1][O:2][C:3]1[CH:4]=[C:5](/[CH:9]=[CH:10]/[C:11]([N:35]=[N+:36]=[N-:37])=[O:13])[CH:6]=[CH:7][CH:8]=1. The yield is 0.880. (3) The reactants are O=O.[C:3]1([CH:9]([OH:11])[CH3:10])[CH:8]=[CH:7][CH:6]=[CH:5][CH:4]=1. The catalyst is [Pt].O. The product is [C:9]([C:3]1[CH:8]=[CH:7][CH:6]=[CH:5][CH:4]=1)(=[O:11])[CH3:10]. The yield is 0.820. (4) The reactants are [Br:1][CH2:2][C:3]1[N:4]=[C:5]([C:19]2[CH:24]=[CH:23][C:22]([C:25]([F:28])([F:27])[F:26])=[CH:21][CH:20]=2)[S:6][C:7]=1[CH2:8][CH2:9][C:10]1[CH:15]=[CH:14][C:13]([O:16]C)=[C:12]([CH3:18])[CH:11]=1.C(=O)=O.CC(C)=O.B(Br)(Br)Br. The catalyst is C(Cl)Cl. The product is [Br:1][CH2:2][C:3]1[N:4]=[C:5]([C:19]2[CH:24]=[CH:23][C:22]([C:25]([F:28])([F:27])[F:26])=[CH:21][CH:20]=2)[S:6][C:7]=1[CH2:8][CH2:9][C:10]1[CH:15]=[CH:14][C:13]([OH:16])=[C:12]([CH3:18])[CH:11]=1. The yield is 1.00.